Predict the reactants needed to synthesize the given product. From a dataset of Full USPTO retrosynthesis dataset with 1.9M reactions from patents (1976-2016). (1) Given the product [OH:27][C:26]([CH:28]([C:30]1[CH:31]=[CH:32][C:33]([CH2:34][CH:35]([CH3:36])[CH3:37])=[CH:38][CH:39]=1)[CH3:29])=[O:25].[CH:1]1[C:2]2[C:17](=[O:18])[C:16]([C:19]([OH:21])=[O:20])=[CH:15][N:14]([CH:22]3[CH2:23][CH2:24]3)[C:3]=2[CH:4]=[C:5]([N:8]2[CH2:9][CH2:10][NH:11][CH2:12][CH2:13]2)[C:6]=1[F:7], predict the reactants needed to synthesize it. The reactants are: [CH:1]1[C:2]2[C:17](=[O:18])[C:16]([C:19]([OH:21])=[O:20])=[CH:15][N:14]([CH:22]3[CH2:24][CH2:23]3)[C:3]=2[CH:4]=[C:5]([N:8]2[CH2:13][CH2:12][NH:11][CH2:10][CH2:9]2)[C:6]=1[F:7].[OH:25][C:26]([CH:28]([C:30]1[CH:39]=[CH:38][C:33]([CH2:34][CH:35]([CH3:37])[CH3:36])=[CH:32][CH:31]=1)[CH3:29])=[O:27]. (2) Given the product [CH3:1][O:2][C:3]1[CH:8]=[CH:7][C:6]([CH3:9])=[CH:5][C:4]=1[C:20]1[CH:19]=[CH:18][CH:17]=[C:16]([N+:13]([O-:15])=[O:14])[CH:21]=1, predict the reactants needed to synthesize it. The reactants are: [CH3:1][O:2][C:3]1[CH:8]=[CH:7][C:6]([CH3:9])=[CH:5][C:4]=1B(O)O.[N+:13]([C:16]1[CH:17]=[C:18](I)[CH:19]=[CH:20][CH:21]=1)([O-:15])=[O:14].C([O-])([O-])=O.[K+].[K+]. (3) Given the product [F:7][C:8]([F:17])([F:16])[C:9]([F:15])([F:14])[S:10]([O-:12])=[O:11].[Na+:5], predict the reactants needed to synthesize it. The reactants are: S([O-])([O-])=O.[Na+:5].[Na+].[F:7][C:8]([F:17])([F:16])[C:9]([F:15])([F:14])[S:10](F)(=[O:12])=[O:11].C(=O)([O-])[O-].[Na+].[Na+]. (4) Given the product [Si:1]([O:8][C@H:9]1[CH2:14][CH2:13][C@@:12]([C@H:16]2[CH2:24][CH2:23][C@@:22]3([CH3:25])[C@@H:18]([CH2:19][CH2:20][C:21]3=[CH2:26])[C@@H:17]2[CH2:27][NH:28][CH2:54][C:53]2[CH:56]=[C:57]([O:59][CH3:60])[CH:58]=[C:51]([O:50][CH3:49])[CH:52]=2)([CH3:15])[C@@H:11]([CH2:29][O:30][Si:31]([C:34]([CH3:37])([CH3:36])[CH3:35])([CH3:32])[CH3:33])[CH2:10]1)([C:4]([CH3:7])([CH3:6])[CH3:5])([CH3:3])[CH3:2], predict the reactants needed to synthesize it. The reactants are: [Si:1]([O:8][C@H:9]1[CH2:14][CH2:13][C@@:12]([C@H:16]2[CH2:24][CH2:23][C@@:22]3([CH3:25])[C@@H:18]([CH2:19][CH2:20][C:21]3=[CH2:26])[C@@H:17]2[CH2:27][NH2:28])([CH3:15])[C@@H:11]([CH2:29][O:30][Si:31]([C:34]([CH3:37])([CH3:36])[CH3:35])([CH3:33])[CH3:32])[CH2:10]1)([C:4]([CH3:7])([CH3:6])[CH3:5])([CH3:3])[CH3:2].[Na+].[I-].CCN(C(C)C)C(C)C.[CH3:49][O:50][C:51]1[CH:52]=[C:53]([CH:56]=[C:57]([O:59][CH3:60])[CH:58]=1)[CH2:54]Br.